Dataset: Forward reaction prediction with 1.9M reactions from USPTO patents (1976-2016). Task: Predict the product of the given reaction. Given the reactants Br[C:2]1[CH:7]=[CH:6][C:5]([C:8]2([C:11]([O:13][C:14]([CH3:17])([CH3:16])[CH3:15])=[O:12])[CH2:10][CH2:9]2)=[CH:4][CH:3]=1.[N:18]1([C:24]([O:26][C:27]([CH3:30])([CH3:29])[CH3:28])=[O:25])[CH2:23][CH2:22][NH:21][CH2:20][CH2:19]1.[Na].ClCCl.C1(C)C=CC=CC=1, predict the reaction product. The product is: [C:14]([O:13][C:11]([C:8]1([C:5]2[CH:6]=[CH:7][C:2]([N:21]3[CH2:20][CH2:19][N:18]([C:24]([O:26][C:27]([CH3:30])([CH3:29])[CH3:28])=[O:25])[CH2:23][CH2:22]3)=[CH:3][CH:4]=2)[CH2:10][CH2:9]1)=[O:12])([CH3:17])([CH3:16])[CH3:15].